From a dataset of CYP2C9 inhibition data for predicting drug metabolism from PubChem BioAssay. Regression/Classification. Given a drug SMILES string, predict its absorption, distribution, metabolism, or excretion properties. Task type varies by dataset: regression for continuous measurements (e.g., permeability, clearance, half-life) or binary classification for categorical outcomes (e.g., BBB penetration, CYP inhibition). Dataset: cyp2c9_veith. (1) The compound is COc1ccc(CNc2ccnc(-c3ccccc3OC)n2)c(OC)c1. The result is 0 (non-inhibitor). (2) The drug is COc1ccc(NC(=O)COC(=O)CCCc2c[nH]c3ccccc23)cc1OC. The result is 1 (inhibitor). (3) The drug is Cn1c2c(c(=O)n(C)c1=O)[C@@H]1c3c(ccc4ccccc34)OC[C@@H]1CO2. The result is 1 (inhibitor). (4) The compound is Cc1oc(-c2ccccc2F)nc1CS(=O)(=O)CC(=O)NCCCN(C)C1CCCCC1. The result is 0 (non-inhibitor). (5) The compound is Cc1c(CC(C)(C)C(=O)O)n(Cc2ccc(Cl)cc2)c2ccc(F)cc12. The result is 0 (non-inhibitor). (6) The molecule is CCc1cc2c(Sc3nc4ccccc4s3)ncnc2s1. The result is 1 (inhibitor). (7) The drug is Cc1c2cnccc2c(C)c2c1c1ccccc1n2CCOC(=O)c1ccccc1. The result is 1 (inhibitor). (8) The molecule is CCn1c(SCC(=O)Nc2sc3c(c2C#N)CCC(C(C)(C)C)C3)nnc1-c1ccco1. The result is 1 (inhibitor). (9) The drug is Cc1cnc(CNc2cc(-c3ccoc3)ncn2)cn1. The result is 0 (non-inhibitor). (10) The compound is CCOC(=O)CCN1C(=O)[C@H]2CC[C@H]3/C(=N\O[C@@H]4O[C@@H](COC(C)=O)[C@@H](OC(C)=O)[C@@H](OC(C)=O)[C@H]4OC(C)=O)C[C@@H](O)[C@@H](O)[C@@H]3[C@@H]2C1=O. The result is 0 (non-inhibitor).